From a dataset of Experimentally validated miRNA-target interactions with 360,000+ pairs, plus equal number of negative samples. Binary Classification. Given a miRNA mature sequence and a target amino acid sequence, predict their likelihood of interaction. The miRNA is hsa-miR-6743-5p with sequence AAGGGGCAGGGACGGGUGGCCC. The protein sequence of the target gene is MPRPRLLAALCGALLCAPSLLVALDICSKNPCHNGGLCEEISQEVRGDVFPSYTCTCLKGYAGNHCETKCVEPLGLENGNIANSQIAASSVRVTFLGLQHWVPELARLNRAGMVNAWTPSSNDDNPWIQVNLLRRMWVTGVVTQGASRLASHEYLKAFKVAYSLNGHEFDFIHDVNKKHKEFVGNWNKNAVHVNLFETPVEAQYVRLYPTSCHTACTLRFELLGCELNGCANPLGLKNNSIPDKQITASSSYKTWGLHLFSWNPSYARLDKQGNFNAWVAGSYGNDQWLQVDLGSSKEVT.... Result: 1 (interaction).